Dataset: Reaction yield outcomes from USPTO patents with 853,638 reactions. Task: Predict the reaction yield, written as a fraction of the theoretical maximum amount of product (1.0 means a 100% yield; for example, 0.34 means a 34% yield). (1) The reactants are C([O:8][C:9]1[CH:14]=[C:13]([O:15]CC2C=CC=CC=2)[C:12]([C:23]([CH3:25])=[CH2:24])=[CH:11][C:10]=1[C:26]([N:28]1[CH2:36][C:35]2[C:30](=[CH:31][CH:32]=[C:33]([CH2:37][N:38]3[CH2:43][CH2:42][N:41]([CH3:44])[CH2:40][CH2:39]3)[CH:34]=2)[CH2:29]1)=[O:27])C1C=CC=CC=1.N#N.C([O-])([O-])=O.[K+].[K+]. The catalyst is C(O)(C)C.O. The product is [OH:8][C:9]1[CH:14]=[C:13]([OH:15])[C:12]([CH:23]([CH3:24])[CH3:25])=[CH:11][C:10]=1[C:26]([N:28]1[CH2:36][C:35]2[C:30](=[CH:31][CH:32]=[C:33]([CH2:37][N:38]3[CH2:43][CH2:42][N:41]([CH3:44])[CH2:40][CH2:39]3)[CH:34]=2)[CH2:29]1)=[O:27]. The yield is 0.940. (2) The reactants are [Cl:1][C:2]1[CH:3]=[CH:4][C:5]([CH2:8][O:9][C:10]2[CH:15]=[CH:14][N:13]([C:16]3[CH:24]=[C:23]4[C:19]([C:20]5[CH2:29][CH2:28][NH:27][CH2:26][C:21]=5[N:22]4[CH3:25])=[CH:18][CH:17]=3)[C:12](=[O:30])[CH:11]=2)=[N:6][CH:7]=1.C=O.[BH-](OC(C)=O)(OC(C)=O)O[C:35](C)=O.[Na+].C1(N)C(F)=C(F)C(F)=C(N)C=1F.[ClH:59].Cl. The catalyst is C(Cl)Cl.CO. The product is [ClH:1].[ClH:59].[Cl:1][C:2]1[CH:3]=[CH:4][C:5]([CH2:8][O:9][C:10]2[CH:15]=[CH:14][N:13]([C:16]3[CH:24]=[C:23]4[C:19]([C:20]5[CH2:29][CH2:28][N:27]([CH3:35])[CH2:26][C:21]=5[N:22]4[CH3:25])=[CH:18][CH:17]=3)[C:12](=[O:30])[CH:11]=2)=[N:6][CH:7]=1. The yield is 0.860.